This data is from Full USPTO retrosynthesis dataset with 1.9M reactions from patents (1976-2016). The task is: Predict the reactants needed to synthesize the given product. (1) Given the product [Cl:28][C:29]1[CH:34]=[CH:33][C:32]([C:35]([F:38])([F:37])[F:36])=[CH:31][C:30]=1[S:39]([NH:42][C@@H:43]1[CH2:44][C@H:45]([CH3:55])[N:46]([C:48]#[N:14])[CH2:47]1)(=[O:40])=[O:41], predict the reactants needed to synthesize it. The reactants are: COC1C=CC(OC)=CC=1S([NH:14][C@H]1CN(C(OC(C)(C)C)=O)[C@@H](C)C1)(=O)=O.[Cl:28][C:29]1[CH:34]=[CH:33][C:32]([C:35]([F:38])([F:37])[F:36])=[CH:31][C:30]=1[S:39]([NH:42][C@H:43]1[CH2:47][N:46]([C:48](OC(C)(C)C)=O)[C@@H:45]([CH3:55])[CH2:44]1)(=[O:41])=[O:40]. (2) Given the product [N:38]([CH2:39][CH2:44][C:43]1[CH:42]=[CH:41][C:15]([OH:18])=[C:46](/[N:47]=[N:5]/[C:6]2[CH:14]=[CH:13][C:9]([C:10]([OH:12])=[O:11])=[CH:8][CH:7]=2)[CH:45]=1)=[N+:37]=[N-:1], predict the reactants needed to synthesize it. The reactants are: [N:1]([O-])=O.[Na+].[NH2:5][C:6]1[CH:14]=[CH:13][C:9]([C:10]([OH:12])=[O:11])=[CH:8][CH:7]=1.[C:15]([O-:18])([O-])=O.[K+].[K+].O=C1CCC(=O)N1C1C=C(/[N:37]=[N:38]/[C:39]2[CH:44]=[C:43]([CH2:45][CH2:46][NH:47]C(=O)CCCCC#C)[CH:42]=[CH:41]C=2O)C=CC=1C([O-])=O. (3) Given the product [Br:4][C:5]1[CH:6]=[C:7]([CH:11]([CH2:15][CH:16]=[O:1])[CH2:12][CH:37]=[O:38])[CH:8]=[CH:9][CH:10]=1, predict the reactants needed to synthesize it. The reactants are: [O:1]=[O+][O-].[Br:4][C:5]1[CH:10]=[CH:9][CH:8]=[C:7]([CH:11]([CH2:15][CH:16]=C)[CH2:12]C=C)[CH:6]=1.C1(P(C2C=CC=CC=2)C2C=CC=CC=2)C=CC=CC=1.[CH3:37][OH:38]. (4) The reactants are: O.[F-].[K+].[Si]([C:8]([F:11])([F:10])[F:9])(C)(C)C.[Cl:12][C:13]1[CH:18]=[CH:17][C:16]([C:19]([N:24]2[C:32]3[C:27](=[C:28]([N:33]([CH2:38][O:39][CH2:40][CH2:41][Si:42]([CH3:45])([CH3:44])[CH3:43])[S:34]([CH3:37])(=[O:36])=[O:35])[CH:29]=[CH:30][CH:31]=3)[CH:26]=[CH:25]2)([CH2:22][CH3:23])[C:20]#[CH:21])=[CH:15][CH:14]=1. Given the product [Cl:12][C:13]1[CH:18]=[CH:17][C:16]([C:19]([N:24]2[C:32]3[C:27](=[C:28]([N:33]([CH2:38][O:39][CH2:40][CH2:41][Si:42]([CH3:45])([CH3:44])[CH3:43])[S:34]([CH3:37])(=[O:36])=[O:35])[CH:29]=[CH:30][CH:31]=3)[CH:26]=[CH:25]2)([C:22]#[C:23][C:8]([F:11])([F:10])[F:9])[CH2:20][CH3:21])=[CH:15][CH:14]=1, predict the reactants needed to synthesize it. (5) Given the product [Cl:29][C:30]1[CH:31]=[C:32]([C:33]2[O:1][N:2]=[C:3]([C:4]3[CH:5]=[CH:6][C:7]4[CH:13]([CH2:14][CH2:15][C:16]([O:18][CH3:19])=[O:17])[N:12]([C:20]([O:22][C:23]([CH3:24])([CH3:25])[CH3:26])=[O:21])[CH2:11][CH2:10][CH2:9][C:8]=4[CH:27]=3)[N:28]=2)[CH:36]=[CH:37][C:38]=1[O:39][CH:40]([CH3:41])[CH3:42], predict the reactants needed to synthesize it. The reactants are: [OH:1][NH:2][C:3](=[NH:28])[C:4]1[CH:5]=[CH:6][C:7]2[CH:13]([CH2:14][CH2:15][C:16]([O:18][CH3:19])=[O:17])[N:12]([C:20]([O:22][C:23]([CH3:26])([CH3:25])[CH3:24])=[O:21])[CH2:11][CH2:10][CH2:9][C:8]=2[CH:27]=1.[Cl:29][C:30]1[CH:31]=[C:32]([CH:36]=[CH:37][C:38]=1[O:39][CH:40]([CH3:42])[CH3:41])[C:33](O)=O.C(Cl)CCl.C1C=CC2N(O)N=NC=2C=1. (6) Given the product [I:29][CH2:14][C:11]1[S:12][CH:13]=[C:9]([C:5]2[CH:6]=[CH:7][CH:8]=[C:3]([C:2]([F:17])([F:16])[F:1])[CH:4]=2)[N:10]=1, predict the reactants needed to synthesize it. The reactants are: [F:1][C:2]([F:17])([F:16])[C:3]1[CH:4]=[C:5]([C:9]2[N:10]=[C:11]([CH2:14]O)[S:12][CH:13]=2)[CH:6]=[CH:7][CH:8]=1.C(Cl)(=O)C(Cl)=O.C(=O)([O-])O.[Na+].[I-:29].[Na+]. (7) Given the product [CH2:1]([N:3]([CH2:17][CH3:18])[CH2:4][CH3:5])/[CH:2]=[C:12](\[CH2:11][CH2:6][CH:7]=[C:8]([CH3:9])[CH3:10])/[CH3:13], predict the reactants needed to synthesize it. The reactants are: [CH2:1]([NH:3][CH2:4][CH3:5])[CH3:2].[CH2:6]=[CH:7][C:8](=[CH2:10])[CH3:9].[CH2:11]([Li])[CH2:12][CH2:13]C.O.[CH3:17][CH2:18]CCCC. (8) Given the product [CH3:1][S:2]([C:5]1[CH:6]=[C:7]([CH:12]=[CH:13][CH:14]=1)[C:8]([NH:16][NH2:17])=[O:9])(=[O:4])=[O:3], predict the reactants needed to synthesize it. The reactants are: [CH3:1][S:2]([C:5]1[CH:6]=[C:7]([CH:12]=[CH:13][CH:14]=1)[C:8](OC)=[O:9])(=[O:4])=[O:3].O.[NH2:16][NH2:17].